Dataset: Full USPTO retrosynthesis dataset with 1.9M reactions from patents (1976-2016). Task: Predict the reactants needed to synthesize the given product. (1) Given the product [CH3:1][N:2]([CH3:26])[C:3]1[CH:8]=[CH:7][C:6]([CH:9]([C:19]2[C:24]([CH3:25])=[CH:23][CH:22]=[CH:21][N:20]=2)[CH2:10]/[C:11](/[C:13]2[CH:18]=[CH:17][N:16]=[CH:15][CH:14]=2)=[N:28]\[OH:29])=[CH:5][CH:4]=1, predict the reactants needed to synthesize it. The reactants are: [CH3:1][N:2]([CH3:26])[C:3]1[CH:8]=[CH:7][C:6]([CH:9]([C:19]2[C:24]([CH3:25])=[CH:23][CH:22]=[CH:21][N:20]=2)[CH2:10][C:11]([C:13]2[CH:18]=[CH:17][N:16]=[CH:15][CH:14]=2)=O)=[CH:5][CH:4]=1.Cl.[NH2:28][OH:29].C([O-])(O)=O.[Na+]. (2) Given the product [Cl:1][C:2]1[CH:3]=[C:4]2[C:9](=[CH:10][CH:11]=1)[CH:8]=[C:7]([S:12]([N:15]1[CH2:20][CH2:19][N:18]([C:21](=[O:22])[C:23]3[CH:28]=[CH:27][C:26]([C:29]4[CH:34]=[CH:33][N:32]=[C:31]([C:36]#[N:37])[CH:30]=4)=[CH:25][CH:24]=3)[CH2:17][CH2:16]1)(=[O:14])=[O:13])[CH:6]=[CH:5]2, predict the reactants needed to synthesize it. The reactants are: [Cl:1][C:2]1[CH:3]=[C:4]2[C:9](=[CH:10][CH:11]=1)[CH:8]=[C:7]([S:12]([N:15]1[CH2:20][CH2:19][N:18]([C:21]([C:23]3[CH:28]=[CH:27][C:26]([C:29]4[CH:34]=[CH:33][N+:32]([O-])=[CH:31][CH:30]=4)=[CH:25][CH:24]=3)=[O:22])[CH2:17][CH2:16]1)(=[O:14])=[O:13])[CH:6]=[CH:5]2.[CH3:36][N:37](C)C(Cl)=O.C(=O)(O)[O-].[Na+]. (3) Given the product [Br:2][C:1]([Br:5])=[CH:37][C:29]1([CH2:39][CH2:40][CH2:41][CH2:42][CH3:43])[CH2:28][C:27]2[C:26]([CH3:25])([CH3:44])[CH2:34][CH2:33][C:32]([CH3:36])([CH3:35])[C:31]=2[CH2:30]1, predict the reactants needed to synthesize it. The reactants are: [C:1]([Br:5])(Br)(Br)[Br:2].C1(P(C2C=CC=CC=2)C2C=CC=CC=2)C=CC=CC=1.[CH3:25][C:26]1([CH3:44])[CH2:34][CH2:33][C:32]([CH3:36])([CH3:35])[C:31]2[CH2:30][C:29]([CH2:39][CH2:40][CH2:41][CH2:42][CH3:43])([CH:37]=O)[CH2:28][C:27]1=2.C(=O)(O)[O-].[Na+]. (4) Given the product [OH:10][C:8]([CH2:7][C:5]1[CH:6]=[CH:1][C:2]([C:32]2[CH:33]=[CH:34][CH:35]=[CH:36][CH:37]=2)=[CH:3][CH:4]=1)=[O:9], predict the reactants needed to synthesize it. The reactants are: [CH:1]1[CH:2]=[CH:3][C:4](NC2C(Cl)=CC=CC=2Cl)=[C:5]([CH2:7][C:8]([OH:10])=[O:9])[CH:6]=1.Cl.NCCO.CC(O[C:32]1[CH:33]=[CH:34][C:35](CCNC([C:32]2[CH:37]=[CH:36][C:35](Cl)=[CH:34][CH:33]=2)=O)=[CH:36][CH:37]=1)(C(O)=O)C.CCN=C=NCCCN(C)C.C(O)(=O)CC(CC(O)=O)(C(O)=O)O.C(=O)(O)[O-].[Na+]. (5) The reactants are: C(O[C:9]1[CH:10]=[N:11][CH:12]=[C:13]([CH2:15][C:16]2[CH:21]=[CH:20][C:19]([Br:22])=[CH:18][CH:17]=2)[CH:14]=1)C1C=CC=CC=1.N1C2[C:27](=[CH:24][CH:25]=[CH:26][CH:27]=2)[CH:26]=[C:25](C(O)=O)[CH:24]=1. Given the product [Br:22][C:19]1[CH:18]=[CH:17][C:16]([CH2:15][C:13]2[CH:12]=[N:11][C:10]3[C:9]([CH:14]=2)=[CH:27][CH:26]=[CH:25][CH:24]=3)=[CH:21][CH:20]=1, predict the reactants needed to synthesize it. (6) Given the product [C:1]([O:5][C:6](=[O:24])[CH2:7][CH2:8][CH2:9][CH2:10][CH2:11][CH2:12][CH2:13][CH2:14][CH2:15][CH2:16][CH2:17][CH2:18][CH2:19][CH2:20][C:21](=[O:23])[NH:51][CH2:50][CH2:49][CH2:48][CH2:47][C@H:46]([NH:45][C:55]([O:57][C:58]([CH3:61])([CH3:60])[CH3:59])=[O:56])[C:52]([OH:54])=[O:53])([CH3:2])([CH3:3])[CH3:4], predict the reactants needed to synthesize it. The reactants are: [C:1]([O:5][C:6](=[O:24])[CH2:7][CH2:8][CH2:9][CH2:10][CH2:11][CH2:12][CH2:13][CH2:14][CH2:15][CH2:16][CH2:17][CH2:18][CH2:19][CH2:20][C:21]([OH:23])=O)([CH3:4])([CH3:3])[CH3:2].[B-](F)(F)(F)F.CN(C(ON1C(=O)CCC1=O)=[N+](C)C)C.[NH:45]([C:55]([O:57][C:58]([CH3:61])([CH3:60])[CH3:59])=[O:56])[C@H:46]([C:52]([OH:54])=[O:53])[CH2:47][CH2:48][CH2:49][CH2:50][NH2:51].